This data is from Forward reaction prediction with 1.9M reactions from USPTO patents (1976-2016). The task is: Predict the product of the given reaction. Given the reactants [N+]([C:4]1[C:9]([CH3:10])=[CH:8][N+:7]([O-])=[CH:6][C:5]=1[CH3:12])([O-])=O.P(Br)(Br)[Br:14], predict the reaction product. The product is: [Br:14][C:4]1[C:9]([CH3:10])=[CH:8][N:7]=[CH:6][C:5]=1[CH3:12].